From a dataset of Full USPTO retrosynthesis dataset with 1.9M reactions from patents (1976-2016). Predict the reactants needed to synthesize the given product. Given the product [CH3:11][O:5][C:4]([C:3]1[C:2]([Cl:1])=[N:10][CH:9]=[CH:8][CH:7]=1)=[O:6], predict the reactants needed to synthesize it. The reactants are: [Cl:1][C:2]1[N:10]=[CH:9][CH:8]=[CH:7][C:3]=1[C:4]([OH:6])=[O:5].[CH:11](OC)(OC)OC.